Dataset: Full USPTO retrosynthesis dataset with 1.9M reactions from patents (1976-2016). Task: Predict the reactants needed to synthesize the given product. (1) The reactants are: [CH3:1][O:2][C:3]1[CH:4]=[C:5]([CH:7]=[CH:8][C:9]=1[C:10]1[O:14][CH:13]=[N:12][CH:11]=1)[NH2:6].[C:15]([O:19][C:20]([NH:22][C@H:23]([CH2:27][CH:28]([CH3:30])[CH3:29])[C:24](O)=[O:25])=[O:21])([CH3:18])([CH3:17])[CH3:16].C(N(CC)C(C)C)(C)C.CN(C(ON1N=NC2C=CC=NC1=2)=[N+](C)C)C.F[P-](F)(F)(F)(F)F.C([O-])(O)=O.[Na+]. Given the product [CH3:1][O:2][C:3]1[CH:4]=[C:5]([NH:6][C:24](=[O:25])[C@H:23]([NH:22][C:20](=[O:21])[O:19][C:15]([CH3:18])([CH3:17])[CH3:16])[CH2:27][CH:28]([CH3:30])[CH3:29])[CH:7]=[CH:8][C:9]=1[C:10]1[O:14][CH:13]=[N:12][CH:11]=1, predict the reactants needed to synthesize it. (2) Given the product [CH3:1][O:2][C:3]1[CH:12]=[C:11]2[C:6]([CH2:7][CH2:8][C@H:9]([NH2:18])[CH2:10]2)=[CH:5][CH:4]=1, predict the reactants needed to synthesize it. The reactants are: [CH3:1][O:2][C:3]1[CH:12]=[C:11]2[C:6]([CH2:7][CH2:8][C@@H:9](OS(C)(=O)=O)[CH2:10]2)=[CH:5][CH:4]=1.[NH3:18]. (3) The reactants are: [O:1]=[C:2]1[O:8][C@H:7]([C@H:9]([CH2:11][OH:12])[OH:10])[C:5]([OH:6])=[C:3]1[OH:4].[CH2:30]([OH:31])[C@H:22]1[O:23][C@@H:24]([O:20][C@H:21]2[C@H:26]([OH:27])[C@@H:25]([OH:28])[C@H:24](O)[O:23][C@@H:22]2[CH2:30][OH:31])[C@H:25]([OH:28])[C@@H:26]([OH:27])[C@@H:21]1[OH:20].[C@@H]1(OC[C@H](O)[C@H]2OC(=O)C(O)=C2O)O[C@H](CO)[C@@H](O)[C@H](O)[C@H]1O.[C@@H]1(OC2C(O[C@H]([C@H](CO)O)C=2O)=O)O[C@H](CO)[C@@H](O)[C@H](O)[C@H]1O. Given the product [C@@H:24]1([C@:7]2([C@H:9]([CH2:11][OH:12])[OH:10])[O:8][C:2](=[O:1])[C:3]([OH:4])=[C:5]2[OH:6])[O:23][C@H:22]([CH2:30][OH:31])[C@@H:21]([OH:20])[C@H:26]([OH:27])[C@H:25]1[OH:28], predict the reactants needed to synthesize it. (4) Given the product [CH3:1][C:2]1[N:7]=[C:6]([C:8]2[CH:13]=[CH:12][CH:11]=[C:10]([C:14]3[CH:15]=[C:16]([NH:20][C:31](=[O:33])[CH3:32])[CH:17]=[CH:18][CH:19]=3)[N:9]=2)[CH:5]=[C:4]([C:21]2[CH:26]=[CH:25][C:24]([C:27]([F:28])([F:30])[F:29])=[CH:23][CH:22]=2)[CH:3]=1, predict the reactants needed to synthesize it. The reactants are: [CH3:1][C:2]1[N:7]=[C:6]([C:8]2[CH:13]=[CH:12][CH:11]=[C:10]([C:14]3[CH:15]=[C:16]([NH2:20])[CH:17]=[CH:18][CH:19]=3)[N:9]=2)[CH:5]=[C:4]([C:21]2[CH:26]=[CH:25][C:24]([C:27]([F:30])([F:29])[F:28])=[CH:23][CH:22]=2)[CH:3]=1.[C:31](Cl)(=[O:33])[CH3:32].